From a dataset of Forward reaction prediction with 1.9M reactions from USPTO patents (1976-2016). Predict the product of the given reaction. (1) The product is: [CH2:1]([CH:8]1[N:12]([CH3:29])[C:11](=[O:13])[N:10]([C:14]2[CH:15]=[N:16][N:17]([CH2:19][C:20]3[C:21]([CH3:26])=[N:22][O:23][C:24]=3[CH3:25])[CH:18]=2)[C:9]1=[O:27])[C:2]1[CH:3]=[CH:4][CH:5]=[CH:6][CH:7]=1. Given the reactants [CH2:1]([CH:8]1[NH:12][C:11](=[O:13])[N:10]([C:14]2[CH:15]=[N:16][N:17]([CH2:19][C:20]3[C:21]([CH3:26])=[N:22][O:23][C:24]=3[CH3:25])[CH:18]=2)[C:9]1=[O:27])[C:2]1[CH:7]=[CH:6][CH:5]=[CH:4][CH:3]=1.I[CH3:29], predict the reaction product. (2) The product is: [OH:8][C:6]1[C:5]([CH2:26][N:20]2[CH2:25][CH2:24][O:23][CH2:22][CH2:21]2)=[C:4]([CH2:9][C:10]([O:12][CH3:13])=[O:11])[C:3]([C:14]2[CH:19]=[CH:18][CH:17]=[CH:16][CH:15]=2)=[C:2]([OH:1])[CH:7]=1. Given the reactants [OH:1][C:2]1[C:3]([C:14]2[CH:19]=[CH:18][CH:17]=[CH:16][CH:15]=2)=[C:4]([CH2:9][C:10]([O:12][CH3:13])=[O:11])[CH:5]=[C:6]([OH:8])[CH:7]=1.[NH:20]1[CH2:25][CH2:24][O:23][CH2:22][CH2:21]1.[CH2:26]=O, predict the reaction product. (3) Given the reactants [F:1][C:2]1[CH:7]=[CH:6][CH:5]=[C:4]([F:8])[C:3]=1[NH:9][C:10](=[NH:21])[CH2:11][C:12]([C:14]1[CH:19]=[CH:18][C:17]([F:20])=[CH:16][CH:15]=1)=[O:13].[C:22](OC)(=[O:25])[C:23]#[CH:24], predict the reaction product. The product is: [NH2:21][C:10]1[N:9]([C:3]2[C:2]([F:1])=[CH:7][CH:6]=[CH:5][C:4]=2[F:8])[C:22](=[O:25])[CH:23]=[CH:24][C:11]=1[C:12](=[O:13])[C:14]1[CH:15]=[CH:16][C:17]([F:20])=[CH:18][CH:19]=1.